Dataset: Catalyst prediction with 721,799 reactions and 888 catalyst types from USPTO. Task: Predict which catalyst facilitates the given reaction. (1) Reactant: [Br:1][C:2]1[C:3]([CH3:10])=[C:4]([CH:7]=[CH:8][CH:9]=1)[CH:5]=O.[C:11](=[O:18])([O:13][C:14]([CH3:17])([CH3:16])[CH3:15])[NH2:12].[SiH](CC)(CC)CC.FC(F)(F)C(O)=O. Product: [Br:1][C:2]1[C:3]([CH3:10])=[C:4]([CH2:5][NH:12][C:11](=[O:18])[O:13][C:14]([CH3:17])([CH3:16])[CH3:15])[CH:7]=[CH:8][CH:9]=1. The catalyst class is: 10. (2) Reactant: [CH3:1][O:2][C:3]1[C:11]2[O:10][C:9](=O)[CH2:8][C:7]=2[CH:6]=[CH:5][CH:4]=1.C(N(CC)CC)C.[S:20]([O:27]S(C(F)(F)F)(=O)=O)([C:23]([F:26])([F:25])[F:24])(=[O:22])=[O:21]. Product: [CH3:1][O:2][C:3]1[C:11]2[O:10][CH:9]=[C:8]([O:27][S:20]([C:23]([F:26])([F:25])[F:24])(=[O:22])=[O:21])[C:7]=2[CH:6]=[CH:5][CH:4]=1. The catalyst class is: 2. (3) Reactant: [Br:1][C:2]1[C:10]2[C:5](=[N:6][C:7]([S:11]([N:14]([CH2:20][C:21]3[CH:26]=[CH:25][C:24]([O:27][CH3:28])=[CH:23][C:22]=3[O:29][CH3:30])[C:15]3[S:19][N:18]=[CH:17][N:16]=3)(=[O:13])=[O:12])=[CH:8][CH:9]=2)[NH:4][CH:3]=1.[F-].[Cs+].[C:33](O[C:33]([O:35][C:36]([CH3:39])([CH3:38])[CH3:37])=[O:34])([O:35][C:36]([CH3:39])([CH3:38])[CH3:37])=[O:34]. Product: [Br:1][C:2]1[C:10]2[C:5](=[N:6][C:7]([S:11](=[O:12])(=[O:13])[N:14]([CH2:20][C:21]3[CH:26]=[CH:25][C:24]([O:27][CH3:28])=[CH:23][C:22]=3[O:29][CH3:30])[C:15]3[S:19][N:18]=[CH:17][N:16]=3)=[CH:8][CH:9]=2)[N:4]([C:33]([O:35][C:36]([CH3:39])([CH3:38])[CH3:37])=[O:34])[CH:3]=1. The catalyst class is: 3. (4) Reactant: [C:1]([O:4][C@H:5]1[CH2:22][CH2:21][C@@:20]2([CH3:23])[C@@H:7]([CH2:8][CH2:9][C@:10]3([CH3:34])[C@@H:19]2[CH2:18][CH2:17][C@H:16]2[C@@:11]3([CH3:33])[CH2:12][CH2:13][C@@:14]3([C:30](O)=[O:31])[CH2:26][CH2:25][C@@H:24]([C:27]([CH3:29])=[CH2:28])[C@@H:15]32)[C:6]1([CH3:36])[CH3:35])(=[O:3])[CH3:2].C(Cl)(C(Cl)=O)=O.[NH2:43][C@@H:44]1[CH2:47][C@H:46]([C:48]([N:50]2[CH2:55][CH2:54][O:53][CH2:52][CH2:51]2)=[O:49])[C:45]1([CH3:57])[CH3:56]. Product: [C:1]([O:4][C@H:5]1[CH2:22][CH2:21][C@@:20]2([CH3:23])[C@@H:7]([CH2:8][CH2:9][C@:10]3([CH3:34])[C@@H:19]2[CH2:18][CH2:17][C@H:16]2[C@@:11]3([CH3:33])[CH2:12][CH2:13][C@@:14]3([C:30](=[O:31])[NH:43][C@@H:44]4[CH2:47][C@H:46]([C:48]([N:50]5[CH2:55][CH2:54][O:53][CH2:52][CH2:51]5)=[O:49])[C:45]4([CH3:57])[CH3:56])[CH2:26][CH2:25][C@@H:24]([C:27]([CH3:29])=[CH2:28])[C@@H:15]32)[C:6]1([CH3:36])[CH3:35])(=[O:3])[CH3:2]. The catalyst class is: 2. (5) Reactant: [C:1]([O:5][C:6]([N:8]1[CH2:13][CH2:12][CH:11]([N:14]([C:22]([O:24][C:25]([CH3:28])([CH3:27])[CH3:26])=[O:23])[C:15]2[CH:20]=[CH:19][C:18]([OH:21])=[CH:17][N:16]=2)[CH2:10][CH2:9]1)=[O:7])([CH3:4])([CH3:3])[CH3:2].C(=O)([O-])[O-].[K+].[K+].Br[CH2:36][C:37]#[N:38]. Product: [C:1]([O:5][C:6]([N:8]1[CH2:13][CH2:12][CH:11]([N:14]([C:22]([O:24][C:25]([CH3:28])([CH3:27])[CH3:26])=[O:23])[C:15]2[CH:20]=[CH:19][C:18]([O:21][CH2:36][C:37]#[N:38])=[CH:17][N:16]=2)[CH2:10][CH2:9]1)=[O:7])([CH3:4])([CH3:3])[CH3:2]. The catalyst class is: 10.